Dataset: Reaction yield outcomes from USPTO patents with 853,638 reactions. Task: Predict the reaction yield, written as a fraction of the theoretical maximum amount of product (1.0 means a 100% yield; for example, 0.34 means a 34% yield). The reactants are [C:1]([C:3]1[CH:4]=[C:5]([NH:15][C:16](=[O:20])[N:17]([CH3:19])[CH3:18])[CH:6]=[CH:7][C:8]=1[S:9]([CH:12]([CH3:14])[CH3:13])(=[O:11])=[O:10])#[N:2]. The catalyst is C1COCC1.[Ni]. The product is [NH2:2][CH2:1][C:3]1[CH:4]=[C:5]([NH:15][C:16](=[O:20])[N:17]([CH3:18])[CH3:19])[CH:6]=[CH:7][C:8]=1[S:9]([CH:12]([CH3:14])[CH3:13])(=[O:11])=[O:10]. The yield is 1.00.